Dataset: M1 muscarinic receptor agonist screen with 61,833 compounds. Task: Binary Classification. Given a drug SMILES string, predict its activity (active/inactive) in a high-throughput screening assay against a specified biological target. (1) The compound is S(c1nc(c(c(c1C(=O)N)C)CC)C)CC. The result is 0 (inactive). (2) The molecule is S(=O)(=O)(Nc1cc(SC)ccc1)c1c2nsnc2ccc1. The result is 0 (inactive).